From a dataset of Reaction yield outcomes from USPTO patents with 853,638 reactions. Predict the reaction yield, written as a fraction of the theoretical maximum amount of product (1.0 means a 100% yield; for example, 0.34 means a 34% yield). (1) The reactants are [ClH:1].[OH:2][C@H:3]1[CH2:7][N:6](C(OC(C)(C)C)=O)[C@@H:5]([C:15](=[O:30])[NH:16][C:17]2[CH:22]=[CH:21][C:20]([N:23]3[CH2:28][CH2:27][O:26][CH2:25][C:24]3=[O:29])=[CH:19][CH:18]=2)[CH2:4]1. The catalyst is O1CCOCC1. The product is [ClH:1].[O:29]=[C:24]1[CH2:25][O:26][CH2:27][CH2:28][N:23]1[C:20]1[CH:19]=[CH:18][C:17]([NH:16][C:15]([C@H:5]2[CH2:4][C@@H:3]([OH:2])[CH2:7][NH:6]2)=[O:30])=[CH:22][CH:21]=1. The yield is 1.00. (2) The yield is 0.380. The reactants are Br[C:2]1[C:3]2[C:4]3[CH:17]=[CH:16][S:15][C:5]=3[C:6](=[O:14])[NH:7][C:8]=2[CH:9]=[CH:10][C:11]=1[O:12][CH3:13].[CH3:18][N:19]([CH2:27][C@@H:28]([C:30]1[CH:35]=[CH:34][C:33](B2OC(C)(C)C(C)(C)O2)=[CH:32][CH:31]=1)[CH3:29])[C:20](=[O:26])[O:21][C:22]([CH3:25])([CH3:24])[CH3:23]. No catalyst specified. The product is [CH3:13][O:12][C:11]1[CH:10]=[CH:9][C:8]2[NH:7][C:6](=[O:14])[C:5]3[S:15][CH:16]=[CH:17][C:4]=3[C:3]=2[C:2]=1[C:33]1[CH:32]=[CH:31][C:30]([C@@H:28]([CH3:29])[CH2:27][N:19]([CH3:18])[C:20](=[O:26])[O:21][C:22]([CH3:23])([CH3:25])[CH3:24])=[CH:35][CH:34]=1. (3) The reactants are O[CH:2]([C:7]1[CH:12]=[CH:11][CH:10]=[C:9]([CH3:13])[N:8]=1)[C:3](=[CH2:6])[C:4]#[N:5].C(OC(=O)C)(=O)C. No catalyst specified. The product is [CH3:13][C:9]1[N:8]2[C:7]([CH:12]=[CH:11][CH:10]=1)=[CH:2][C:3]([C:4]#[N:5])=[CH:6]2. The yield is 0.630. (4) The product is [Cl:1][C:2]1[C:3]2[CH:20]=[C:19]([CH2:21][N:22]3[CH2:23][CH2:24][CH2:25][CH2:26]3)[N:18]([CH2:28][C:29]3[C:34]([CH3:35])=[C:33]([O:36][CH3:37])[C:32]([CH3:38])=[CH:31][N:30]=3)[C:4]=2[N:5]=[C:6]([NH2:8])[N:7]=1. The catalyst is CN(C=O)C. The reactants are [Cl:1][C:2]1[C:3]2[CH:20]=[C:19]([CH2:21][N:22]3[CH2:26][CH2:25][CH2:24][CH2:23]3)[NH:18][C:4]=2[N:5]=[C:6]([NH:8]C(=O)CCCCCCC)[N:7]=1.Cl[CH2:28][C:29]1[C:34]([CH3:35])=[C:33]([O:36][CH3:37])[C:32]([CH3:38])=[CH:31][N:30]=1.C([O-])([O-])=O.[K+].[K+]. The yield is 0.0100.